From a dataset of Full USPTO retrosynthesis dataset with 1.9M reactions from patents (1976-2016). Predict the reactants needed to synthesize the given product. (1) Given the product [C:8]([NH:12][C:13]1[NH:14][CH:15]=[C:16]([C:21]2[CH:22]=[N:23][C:24]([N+:27]([O-:29])=[O:28])=[CH:25][CH:26]=2)[C:17]=1[C:18]([NH2:20])=[O:19])(=[O:10])[CH3:9], predict the reactants needed to synthesize it. The reactants are: C(N(CC)CC)C.[C:8](Cl)(=[O:10])[CH3:9].[NH2:12][C:13]1[NH:14][CH:15]=[C:16]([C:21]2[CH:22]=[N:23][C:24]([N+:27]([O-:29])=[O:28])=[CH:25][CH:26]=2)[C:17]=1[C:18]([NH2:20])=[O:19]. (2) Given the product [C:19]([O:18][C:16]([N:1]1[CH2:6][CH2:5][CH2:4][C@H:3]([O:7][C:8]2[CH:15]=[CH:14][CH:13]=[CH:12][C:9]=2[C:10]([OH:32])=[O:31])[CH2:2]1)=[O:17])([CH3:22])([CH3:21])[CH3:20], predict the reactants needed to synthesize it. The reactants are: [NH:1]1[CH2:6][CH2:5][CH2:4][C@H:3]([O:7][C:8]2[CH:15]=[CH:14][CH:13]=[CH:12][C:9]=2[C:10]#N)[CH2:2]1.[C:16](O[C:16]([O:18][C:19]([CH3:22])([CH3:21])[CH3:20])=[O:17])([O:18][C:19]([CH3:22])([CH3:21])[CH3:20])=[O:17].[OH2:31].[OH-:32].[Na+]. (3) Given the product [Br:1][C:2]1[CH:3]=[C:4]([C:5]#[N:6])[CH:7]=[CH:8][C:9]=1[O:10][CH2:18][C:19]([O:21][C:22]([CH3:25])([CH3:24])[CH3:23])=[O:20], predict the reactants needed to synthesize it. The reactants are: [Br:1][C:2]1[CH:3]=[C:4]([CH:7]=[CH:8][C:9]=1[OH:10])[C:5]#[N:6].C(=O)([O-])[O-].[K+].[K+].Br[CH2:18][C:19]([O:21][C:22]([CH3:25])([CH3:24])[CH3:23])=[O:20]. (4) Given the product [Cl:1][C:2]1[CH:9]=[C:8]([N:10]([C@H:11]2[CH2:15][CH2:14][N:13]([CH2:29][C:27]3[N:26]=[CH:25][NH:24][CH:28]=3)[CH2:12]2)[CH2:16][C:17]2[CH:22]=[CH:21][CH:20]=[CH:19][C:18]=2[CH3:23])[CH:7]=[CH:6][C:3]=1[C:4]#[N:5], predict the reactants needed to synthesize it. The reactants are: [Cl:1][C:2]1[CH:9]=[C:8]([N:10]([CH2:16][C:17]2[CH:22]=[CH:21][CH:20]=[CH:19][C:18]=2[CH3:23])[C@H:11]2[CH2:15][CH2:14][NH:13][CH2:12]2)[CH:7]=[CH:6][C:3]=1[C:4]#[N:5].[NH:24]1[CH:28]=[C:27]([CH:29]=O)[N:26]=[CH:25]1. (5) Given the product [NH2:27][C:25]1[S:26][CH:2]=[C:3]([C:5]2[C:10]3[CH2:11][C:12](=[CH:20][CH2:21][CH2:22][Br:23])[C:13]4[C:14]([O:19][C:9]=3[CH:8]=[CH:7][CH:6]=2)=[N:15][CH:16]=[CH:17][CH:18]=4)[N:24]=1, predict the reactants needed to synthesize it. The reactants are: Br[CH2:2][C:3]([C:5]1[C:10]2[CH2:11][C:12](=[CH:20][CH2:21][CH2:22][Br:23])[C:13]3[C:14]([O:19][C:9]=2[CH:8]=[CH:7][CH:6]=1)=[N:15][CH:16]=[CH:17][CH:18]=3)=O.[NH2:24][C:25]([NH2:27])=[S:26].C(=O)(O)[O-].[Na+]. (6) Given the product [CH2:1]([N:3]([C@@H:4]([CH3:7])[CH2:5][OH:6])[C:14](=[O:15])[C:13]1[CH:17]=[C:9]([CH3:8])[CH:10]=[CH:11][C:12]=1[N:18]1[N:22]=[CH:21][CH:20]=[N:19]1)[CH3:2], predict the reactants needed to synthesize it. The reactants are: [CH2:1]([NH:3][C@@H:4]([CH3:7])[CH2:5][OH:6])[CH3:2].[CH3:8][C:9]1[CH:10]=[CH:11][C:12]([N:18]2[N:22]=[CH:21][CH:20]=[N:19]2)=[C:13]([CH:17]=1)[C:14](O)=[O:15].